Dataset: Catalyst prediction with 721,799 reactions and 888 catalyst types from USPTO. Task: Predict which catalyst facilitates the given reaction. (1) Reactant: C(OC([N:8]1[CH2:11][CH:10]([O:12][NH:13][C:14]([C@@H:16]2[CH2:22][CH2:21][C@@H:20]3[CH2:23][N:17]2[C:18](=[O:29])[N:19]3[O:24][S:25]([O-:28])(=[O:27])=[O:26])=[O:15])[CH2:9]1)=O)(C)(C)C.C([N+](CCCC)(CCCC)CCCC)CCC.FC(F)(F)C(O)=O. Product: [NH:8]1[CH2:9][CH:10]([O:12][NH:13][C:14]([C@@H:16]2[CH2:22][CH2:21][C@@H:20]3[CH2:23][N:17]2[C:18](=[O:29])[N:19]3[O:24][S:25]([OH:28])(=[O:26])=[O:27])=[O:15])[CH2:11]1. The catalyst class is: 2. (2) Reactant: [Br:1][C:2]1[CH:3]=[C:4]([CH:7]=[CH:8][C:9]=1[O:10][C:11]1[CH:16]=[CH:15][C:14]([F:17])=[CH:13][C:12]=1[F:18])[CH:5]=[O:6].C(O)C.[BH4-].[Na+]. Product: [Br:1][C:2]1[CH:3]=[C:4]([CH2:5][OH:6])[CH:7]=[CH:8][C:9]=1[O:10][C:11]1[CH:16]=[CH:15][C:14]([F:17])=[CH:13][C:12]=1[F:18]. The catalyst class is: 7. (3) The catalyst class is: 2. Reactant: [CH3:1][C:2]1[C:6]([C:7]2[C:12]([CH:13]=[O:14])=[CH:11][C:10]([C:15]([F:18])([F:17])[F:16])=[CH:9][C:8]=2[C:19]2[CH:24]=[CH:23][C:22]([OH:25])=[CH:21][CH:20]=2)=[C:5]([CH3:26])[O:4][N:3]=1.[CH3:27][C:28]([Si:31](Cl)([CH3:33])[CH3:32])([CH3:30])[CH3:29].CCN(CC)CC. Product: [Si:31]([O:25][C:22]1[CH:23]=[CH:24][C:19]([C:8]2[CH:9]=[C:10]([C:15]([F:16])([F:18])[F:17])[CH:11]=[C:12]([CH:13]=[O:14])[C:7]=2[C:6]2[C:2]([CH3:1])=[N:3][O:4][C:5]=2[CH3:26])=[CH:20][CH:21]=1)([C:28]([CH3:30])([CH3:29])[CH3:27])([CH3:33])[CH3:32]. (4) Reactant: C(N(CC)CC)C.[F:8][C:9]1[CH:10]=[C:11]([N:15]=[C:16]=[O:17])[CH:12]=[CH:13][CH:14]=1.[NH2:18][CH:19]1[CH2:24][CH2:23][N:22]([S:25]([C:28]2[CH:29]=[C:30]([CH:33]=[CH:34][C:35]=2[O:36][C:37]2[CH:42]=[C:41]([Cl:43])[CH:40]=[C:39]([Cl:44])[CH:38]=2)[C:31]#[N:32])(=[O:27])=[O:26])[CH2:21][CH2:20]1. Product: [NH2:18][CH:19]1[CH2:20][CH2:21][N:22]([S:25]([C:28]2[CH:29]=[C:30]([CH:33]=[CH:34][C:35]=2[O:36][C:37]2[CH:38]=[C:39]([Cl:44])[CH:40]=[C:41]([Cl:43])[CH:42]=2)[C:31]#[N:32])(=[O:27])=[O:26])[CH2:23][CH2:24]1.[C:31]([C:30]1[CH:33]=[CH:34][C:35]([O:36][C:37]2[CH:38]=[C:39]([Cl:44])[CH:40]=[C:41]([Cl:43])[CH:42]=2)=[C:28]([S:25]([N:22]2[CH2:23][CH2:24][CH:19]([NH:18][C:16]([NH:15][C:11]3[CH:12]=[CH:13][CH:14]=[C:9]([F:8])[CH:10]=3)=[O:17])[CH2:20][CH2:21]2)(=[O:27])=[O:26])[CH:29]=1)#[N:32]. The catalyst class is: 2. (5) Reactant: C1(C)C=CC(S(O)(=O)=O)=CC=1.[CH2:12]([O:19][C:20]([C@@H:22]1[CH2:30][C@H:29]2[C@H:24]([CH2:25][CH2:26][CH2:27][CH2:28]2)[NH:23]1)=[O:21])[C:13]1[CH:18]=[CH:17][CH:16]=[CH:15][CH:14]=1.C(N(CC)CC)C.[C:38]([O:42][C:43]([NH:45][C@H:46]([C:48](O)=[O:49])[CH3:47])=[O:44])([CH3:41])([CH3:40])[CH3:39]. Product: [C:38]([O:42][C:43]([NH:45][C@@H:46]([CH3:47])[C:48]([N:23]1[C@@H:24]2[C@@H:29]([CH2:28][CH2:27][CH2:26][CH2:25]2)[CH2:30][C@H:22]1[C:20]([O:19][CH2:12][C:13]1[CH:14]=[CH:15][CH:16]=[CH:17][CH:18]=1)=[O:21])=[O:49])=[O:44])([CH3:41])([CH3:40])[CH3:39]. The catalyst class is: 13. (6) Reactant: O[C:2]1([C:17]2[C:26]3[C:21](=[CH:22][CH:23]=[CH:24][CH:25]=3)[C:20](=[O:27])[NH:19][N:18]=2)[CH2:16][C:4]2([CH2:7][CH:6]([NH:8][C:9](=[O:15])[O:10][C:11]([CH3:14])([CH3:13])[CH3:12])[CH2:5]2)[CH2:3]1.COCCN(S(F)(F)[F:38])CCOC. Product: [F:38][C:2]1([C:17]2[C:26]3[C:21](=[CH:22][CH:23]=[CH:24][CH:25]=3)[C:20](=[O:27])[NH:19][N:18]=2)[CH2:16][C:4]2([CH2:7][CH:6]([NH:8][C:9](=[O:15])[O:10][C:11]([CH3:14])([CH3:13])[CH3:12])[CH2:5]2)[CH2:3]1. The catalyst class is: 2.